Dataset: Reaction yield outcomes from USPTO patents with 853,638 reactions. Task: Predict the reaction yield, written as a fraction of the theoretical maximum amount of product (1.0 means a 100% yield; for example, 0.34 means a 34% yield). (1) The reactants are [CH3:1][O:2][C:3]1[CH:4]=[C:5]2[C:9](=[CH:10][C:11]=1[O:12][CH3:13])[NH:8][C:7](NC)=[C:6]2[C:16]1[CH:21]=[CH:20][C:19]([O:22][CH3:23])=[CH:18][CH:17]=1.[CH:24]([N:27](C(C)C)CC)(C)C.[C:33](Cl)([C:46]1[CH:51]=[CH:50][CH:49]=[CH:48][CH:47]=1)([C:40]1[CH:45]=[CH:44][CH:43]=[CH:42][CH:41]=1)[C:34]1[CH:39]=[CH:38][CH:37]=[CH:36][CH:35]=1. The catalyst is ClCCl. The product is [CH3:1][O:2][C:3]1[CH:4]=[C:5]2[C:9](=[CH:10][C:11]=1[O:12][CH3:13])[NH:8][C:7]([CH2:24][NH:27][C:33]([C:46]1[CH:51]=[CH:50][CH:49]=[CH:48][CH:47]=1)([C:40]1[CH:45]=[CH:44][CH:43]=[CH:42][CH:41]=1)[C:34]1[CH:39]=[CH:38][CH:37]=[CH:36][CH:35]=1)=[C:6]2[C:16]1[CH:21]=[CH:20][C:19]([O:22][CH3:23])=[CH:18][CH:17]=1. The yield is 0.740. (2) The reactants are [Br:1][C:2]1[CH:3]=[C:4]2[C:15](=[CH:16][CH:17]=1)[O:14][C:7]1([CH2:12][CH2:11][CH:10]([OH:13])[CH2:9][CH2:8]1)[CH2:6][C:5]2=[O:18].[O-]S([O-])(=O)=O.[Ca+2].[CH3:25]I. No catalyst specified. The product is [Br:1][C:2]1[CH:3]=[C:4]2[C:15](=[CH:16][CH:17]=1)[O:14][C:7]1([CH2:8][CH2:9][CH:10]([O:13][CH3:25])[CH2:11][CH2:12]1)[CH2:6][C:5]2=[O:18]. The yield is 1.00. (3) The reactants are [OH:1][C:2]1[C:7]([CH:8]([CH3:10])[CH3:9])=[C:6]([O:11][CH2:12][C:13]2[CH:18]=[CH:17][C:16]([CH:19](O)[C:20]3[CH:25]=[CH:24][CH:23]=[C:22]([C:26]4[N:27]=[N:28][NH:29][N:30]=4)[CH:21]=3)=[CH:15][CH:14]=2)[CH:5]=[CH:4][C:3]=1[C:32](=[O:34])[CH3:33].[SiH](CC)(CC)CC.B(F)(F)F. The catalyst is C(Cl)Cl. The product is [OH:1][C:2]1[C:7]([CH:8]([CH3:9])[CH3:10])=[C:6]([O:11][CH2:12][C:13]2[CH:14]=[CH:15][C:16]([CH2:19][C:20]3[CH:25]=[CH:24][CH:23]=[C:22]([C:26]4[N:27]=[N:28][NH:29][N:30]=4)[CH:21]=3)=[CH:17][CH:18]=2)[CH:5]=[CH:4][C:3]=1[C:32](=[O:34])[CH3:33]. The yield is 0.300. (4) The reactants are Br[C:2]1[C:10]2[C:9]([NH:11][C@H:12]([C:16]3[N:21]([C:22]4[CH:27]=[CH:26][CH:25]=[CH:24][CH:23]=4)[C:20](=[O:28])[C:19]4=[C:29]([CH3:32])[CH:30]=[CH:31][N:18]4[N:17]=3)[CH2:13][CH2:14][OH:15])=[N:8][CH:7]=[N:6][C:5]=2[N:4]([CH2:33][O:34][CH2:35][CH2:36][Si:37]([CH3:40])([CH3:39])[CH3:38])[CH:3]=1.[OH:41][C:42]1[CH:43]=[C:44]([NH:57][S:58]([CH3:61])(=[O:60])=[O:59])[CH:45]=[C:46](B2OC(C)(C)C(C)(C)O2)[CH:47]=1.C(=O)([O-])[O-].[Na+].[Na+]. The catalyst is COCCOC.O. The product is [OH:41][C:42]1[CH:43]=[C:44]([NH:57][S:58]([CH3:61])(=[O:60])=[O:59])[CH:45]=[C:46]([C:2]2[C:10]3[C:9]([NH:11][C@H:12]([C:16]4[N:21]([C:22]5[CH:27]=[CH:26][CH:25]=[CH:24][CH:23]=5)[C:20](=[O:28])[C:19]5=[C:29]([CH3:32])[CH:30]=[CH:31][N:18]5[N:17]=4)[CH2:13][CH2:14][OH:15])=[N:8][CH:7]=[N:6][C:5]=3[N:4]([CH2:33][O:34][CH2:35][CH2:36][Si:37]([CH3:40])([CH3:39])[CH3:38])[CH:3]=2)[CH:47]=1. The yield is 0.390. (5) The reactants are C(OC([N:8]1[CH2:13][CH2:12][CH:11]([CH2:14][O:15][C:16](=[O:24])[CH2:17][C:18]2[CH:23]=[CH:22][CH:21]=[CH:20][CH:19]=2)[CH2:10][CH2:9]1)=O)(C)(C)C.Cl.CCOCC. The catalyst is CO. The product is [C:18]1([CH2:17][C:16]([O:15][CH2:14][CH:11]2[CH2:12][CH2:13][NH:8][CH2:9][CH2:10]2)=[O:24])[CH:19]=[CH:20][CH:21]=[CH:22][CH:23]=1. The yield is 0.780. (6) The reactants are Br[C:2]1[C:3]([Cl:21])=[C:4]([N:8]2[C:17](=[O:18])[C:16]3[C:11](=[C:12]([F:19])[CH:13]=[CH:14][CH:15]=3)[NH:10][C:9]2=[O:20])[CH:5]=[CH:6][CH:7]=1.[CH3:22][C:23]1([CH3:39])[C:27]([CH3:29])([CH3:28])[O:26][B:25]([B:25]2[O:26][C:27]([CH3:29])([CH3:28])[C:23]([CH3:39])([CH3:22])[O:24]2)[O:24]1.C([O-])(=O)C.[K+]. The catalyst is O1CCOCC1.CCOC(C)=O.C1C=CC(P(C2C=CC=CC=2)[C-]2C=CC=C2)=CC=1.C1C=CC(P(C2C=CC=CC=2)[C-]2C=CC=C2)=CC=1.Cl[Pd]Cl.[Fe+2].C(Cl)Cl. The product is [Cl:21][C:3]1[C:2]([B:25]2[O:26][C:27]([CH3:29])([CH3:28])[C:23]([CH3:39])([CH3:22])[O:24]2)=[CH:7][CH:6]=[CH:5][C:4]=1[N:8]1[C:17](=[O:18])[C:16]2[C:11](=[C:12]([F:19])[CH:13]=[CH:14][CH:15]=2)[NH:10][C:9]1=[O:20]. The yield is 0.640.